Task: Predict which catalyst facilitates the given reaction.. Dataset: Catalyst prediction with 721,799 reactions and 888 catalyst types from USPTO (1) Reactant: [CH:1]([C:3]1[CH:8]=[C:7]([N+:9]([O-:11])=[O:10])[CH:6]=[CH:5][C:4]=1[N:12]1[CH2:17][CH2:16][N:15]([C:18]([O:20][C:21]([CH3:24])([CH3:23])[CH3:22])=[O:19])[CH2:14][CH2:13]1)=[O:2].[BH4-].[Na+]. Product: [OH:2][CH2:1][C:3]1[CH:8]=[C:7]([N+:9]([O-:11])=[O:10])[CH:6]=[CH:5][C:4]=1[N:12]1[CH2:13][CH2:14][N:15]([C:18]([O:20][C:21]([CH3:24])([CH3:23])[CH3:22])=[O:19])[CH2:16][CH2:17]1. The catalyst class is: 8. (2) Reactant: [F:1][C:2]1[CH:3]=[C:4]([C:9]2[CH:14]=[CH:13][C:12]([CH2:15][CH2:16][CH3:17])=[CH:11][CH:10]=2)[CH:5]=[C:6]([F:8])[CH:7]=1.C([Li])CCC.CN([CH:26]=[O:27])C.Cl. Product: [F:1][C:2]1[CH:3]=[C:4]([C:9]2[CH:14]=[CH:13][C:12]([CH2:15][CH2:16][CH3:17])=[CH:11][CH:10]=2)[CH:5]=[C:6]([F:8])[C:7]=1[CH:26]=[O:27]. The catalyst class is: 1. (3) Reactant: [N+:1]([C:4]1[CH:10]=[CH:9][CH:8]=[CH:7][C:5]=1[NH2:6])([O-])=O.C([N:14]1[C:22]2[C:17](=[CH:18][C:19]([C:23](Cl)=O)=[CH:20][CH:21]=2)[C:16]([C:26]2[CH:31]=[CH:30][C:29]([F:32])=[CH:28][CH:27]=2)=[N:15]1)(=O)C.O. Product: [N:6]1[C:5]2[CH:7]=[CH:8][CH:9]=[CH:10][C:4]=2[NH:1][C:23]=1[C:19]1[CH:18]=[C:17]2[C:22](=[CH:21][CH:20]=1)[NH:14][N:15]=[C:16]2[C:26]1[CH:31]=[CH:30][C:29]([F:32])=[CH:28][CH:27]=1. The catalyst class is: 17. (4) Reactant: [NH:1]1[CH2:7][CH2:6][CH2:5][CH:4]([OH:8])[CH2:3][CH2:2]1.F[C:10]1[CH:15]=[CH:14][C:13]([N+:16]([O-:18])=[O:17])=[CH:12][CH:11]=1.C([O-])([O-])=O.[Cs+].[Cs+].CN(C=O)C. Product: [N+:16]([C:13]1[CH:14]=[CH:15][C:10]([N:1]2[CH2:7][CH2:6][CH2:5][CH:4]([OH:8])[CH2:3][CH2:2]2)=[CH:11][CH:12]=1)([O-:18])=[O:17]. The catalyst class is: 25. (5) Reactant: [C:1]([O:5][C:6](=[O:21])[CH2:7][C@@H:8]([CH2:17][N:18]=[N+]=[N-])[CH2:9][C@H:10]([CH3:16])[CH2:11][CH2:12][CH2:13][CH2:14][CH3:15])([CH3:4])([CH3:3])[CH3:2].[H][H]. Product: [C:1]([O:5][C:6](=[O:21])[CH2:7][C@@H:8]([CH2:17][NH2:18])[CH2:9][C@H:10]([CH3:16])[CH2:11][CH2:12][CH2:13][CH2:14][CH3:15])([CH3:2])([CH3:4])[CH3:3]. The catalyst class is: 123.